Dataset: Full USPTO retrosynthesis dataset with 1.9M reactions from patents (1976-2016). Task: Predict the reactants needed to synthesize the given product. (1) Given the product [OH:4][C@H:5]([CH3:22])[CH2:6][CH2:7][CH2:8][CH2:9][N:10]1[C:19](=[O:20])[C:18]2[NH:17][N:16]=[N:15][C:14]=2[N:13]([CH3:21])[C:11]1=[O:12], predict the reactants needed to synthesize it. The reactants are: C([O:4][C@H:5]([CH3:22])[CH2:6][CH2:7][CH2:8][CH2:9][N:10]1[C:19](=[O:20])[C:18]2[NH:17][N:16]=[N:15][C:14]=2[N:13]([CH3:21])[C:11]1=[O:12])(=O)C.Cl.C(OCC)C. (2) Given the product [F:34][C:15]([F:14])([F:33])[C:16]1[CH:17]=[C:18]([C:26]2[O:30][N:29]=[C:28]([CH2:31][N:6]3[C:7]4[C:3](=[C:2]([Cl:1])[C:10]([C:11]#[N:12])=[CH:9][CH:8]=4)[CH:4]=[C:5]3[CH3:13])[N:27]=2)[CH:19]=[C:20]([C:22]([F:24])([F:23])[F:25])[CH:21]=1, predict the reactants needed to synthesize it. The reactants are: [Cl:1][C:2]1[C:10]([C:11]#[N:12])=[CH:9][CH:8]=[C:7]2[C:3]=1[CH:4]=[C:5]([CH3:13])[NH:6]2.[F:14][C:15]([F:34])([F:33])[C:16]1[CH:17]=[C:18]([C:26]2[O:30][N:29]=[C:28]([CH2:31]Cl)[N:27]=2)[CH:19]=[C:20]([C:22]([F:25])([F:24])[F:23])[CH:21]=1. (3) The reactants are: C(=O)([O-])[O-].[K+].[K+].Cl[C:8]1[CH:13]=[C:12]([Cl:14])[N:11]=[C:10]([CH3:15])[N:9]=1.[OH:16][C:17]1[CH:26]=[C:25]([CH3:27])[C:20]2[NH:21][C:22](=[O:24])[O:23][C:19]=2[CH:18]=1.O. Given the product [Cl:14][C:12]1[N:11]=[C:10]([CH3:15])[N:9]=[C:8]([O:16][C:17]2[CH:26]=[C:25]([CH3:27])[C:20]3[NH:21][C:22](=[O:24])[O:23][C:19]=3[CH:18]=2)[CH:13]=1, predict the reactants needed to synthesize it. (4) Given the product [Cl:22][C:23]1[CH:28]=[CH:27][CH:26]=[C:25]([Cl:29])[C:24]=1[S:30]([N:5]([CH2:1][CH:2]([CH3:4])[CH3:3])[CH2:6][C:7]1[S:8][C:9]([C:12]2[CH:17]=[CH:16][CH:15]=[C:14]([S:18]([CH3:21])(=[O:20])=[O:19])[CH:13]=2)=[CH:10][CH:11]=1)(=[O:32])=[O:31], predict the reactants needed to synthesize it. The reactants are: [CH2:1]([NH:5][CH2:6][C:7]1[S:8][C:9]([C:12]2[CH:17]=[CH:16][CH:15]=[C:14]([S:18]([CH3:21])(=[O:20])=[O:19])[CH:13]=2)=[CH:10][CH:11]=1)[CH:2]([CH3:4])[CH3:3].[Cl:22][C:23]1[CH:28]=[CH:27][CH:26]=[C:25]([Cl:29])[C:24]=1[S:30](Cl)(=[O:32])=[O:31].C(N(CC)C(C)C)(C)C. (5) Given the product [CH2:1]([N:8]1[CH2:12][CH2:11][CH:10]([NH:13][C:14]2[N:19]=[CH:18][C:17](/[CH:20]=[CH:21]/[C:22]([OH:24])=[O:23])=[CH:16][CH:15]=2)[CH2:9]1)[C:2]1[CH:7]=[CH:6][CH:5]=[CH:4][CH:3]=1, predict the reactants needed to synthesize it. The reactants are: [CH2:1]([N:8]1[CH2:12][CH2:11][CH:10]([NH:13][C:14]2[N:19]=[CH:18][C:17](/[CH:20]=[CH:21]/[C:22]([O:24]CC)=[O:23])=[CH:16][CH:15]=2)[CH2:9]1)[C:2]1[CH:7]=[CH:6][CH:5]=[CH:4][CH:3]=1.[OH-].[Na+]. (6) Given the product [ClH:46].[O:37]1[CH2:38][CH2:39][N:34]([CH2:2][CH2:3][O:4][C:5]2[CH:6]=[CH:7][C:8]([N:11]3[CH:15]=[CH:14][C:13]([C@H:16]([C:18]4[CH:27]=[CH:26][C:21]5[NH:22][C:23](=[O:25])[S:24][C:20]=5[CH:19]=4)[CH3:17])=[N:12]3)=[N:9][CH:10]=2)[CH2:35][CH2:36]1, predict the reactants needed to synthesize it. The reactants are: Br[CH2:2][CH2:3][O:4][C:5]1[CH:6]=[CH:7][C:8]([N:11]2[CH:15]=[CH:14][C:13]([C@H:16]([C:18]3[CH:27]=[CH:26][C:21]4[NH:22][C:23](=[O:25])[S:24][C:20]=4[CH:19]=3)[CH3:17])=[N:12]2)=[N:9][CH:10]=1.C(=O)([O-])[O-].[K+].[K+].[NH:34]1[CH2:39][CH2:38][O:37][CH2:36][CH2:35]1.CCOC(C)=O.[Cl-:46].[Na+].O. (7) Given the product [CH2:20]([O:19][CH:4]([O:3][CH2:1][CH3:2])[C@@H:5]([N:7]([CH2:8][C:9]1[C:18]2[C:13](=[CH:14][CH:15]=[CH:16][CH:17]=2)[CH:12]=[CH:11][CH:10]=1)[C:25](=[O:26])[C@@H:23]([NH:22][C:28](=[O:29])[O:30][CH2:31][CH:32]1[C:33]2[CH:34]=[CH:35][CH:36]=[CH:37][C:38]=2[C:39]2[C:44]1=[CH:43][CH:42]=[CH:41][CH:40]=2)[CH3:24])[CH3:6])[CH3:21], predict the reactants needed to synthesize it. The reactants are: [CH2:1]([O:3][CH:4]([O:19][CH2:20][CH3:21])[C@@H:5]([NH:7][CH2:8][C:9]1[C:18]2[C:13](=[CH:14][CH:15]=[CH:16][CH:17]=2)[CH:12]=[CH:11][CH:10]=1)[CH3:6])[CH3:2].[NH:22]([C:28]([O:30][CH2:31][CH:32]1[C:44]2[C:39](=[CH:40][CH:41]=[CH:42][CH:43]=2)[C:38]2[C:33]1=[CH:34][CH:35]=[CH:36][CH:37]=2)=[O:29])[C@H:23]([C:25](O)=[O:26])[CH3:24].CN(C(ON1N=NC2C=CC=NC1=2)=[N+](C)C)C.F[P-](F)(F)(F)(F)F.CCN(C(C)C)C(C)C.